This data is from Peptide-MHC class II binding affinity with 134,281 pairs from IEDB. The task is: Regression. Given a peptide amino acid sequence and an MHC pseudo amino acid sequence, predict their binding affinity value. This is MHC class II binding data. (1) The peptide sequence is DVDLFLTGTPDEYVEQV. The MHC is DRB1_0802 with pseudo-sequence DRB1_0802. The binding affinity (normalized) is 0.390. (2) The binding affinity (normalized) is 0.419. The MHC is DRB1_1101 with pseudo-sequence DRB1_1101. The peptide sequence is WGAIWRIDTPDKLTG. (3) The peptide sequence is EKKYFAATQFQPLAA. The binding affinity (normalized) is 0.641. The MHC is DRB1_1602 with pseudo-sequence DRB1_1602. (4) The peptide sequence is FTVQEMVALSGAHTL. The MHC is DRB1_1201 with pseudo-sequence DRB1_1201. The binding affinity (normalized) is 0.569. (5) The peptide sequence is QMKDCTERQANFLGKIW. The MHC is HLA-DQA10401-DQB10402 with pseudo-sequence HLA-DQA10401-DQB10402. The binding affinity (normalized) is 0.0766. (6) The peptide sequence is VEDEARRMWASAQNI. The MHC is DRB1_0301 with pseudo-sequence DRB1_0301. The binding affinity (normalized) is 0.0854.